This data is from Experimental lipophilicity measurements (octanol/water distribution) for 4,200 compounds from AstraZeneca. The task is: Regression/Classification. Given a drug SMILES string, predict its absorption, distribution, metabolism, or excretion properties. Task type varies by dataset: regression for continuous measurements (e.g., permeability, clearance, half-life) or binary classification for categorical outcomes (e.g., BBB penetration, CYP inhibition). For this dataset (lipophilicity_astrazeneca), we predict Y. (1) The compound is Cn1c(-c2ccncc2)cc2onc(-c3ccccc3)c2c1=O. The Y is 2.61 logD. (2) The compound is CCCc1c(OCCCCSCC(=O)O)ccc(C(C)=O)c1O. The Y is 1.30 logD. (3) The drug is COc1cccc(C(=O)Nc2ccc(C)c(-n3cnc4ccc(N5CCN(C)CC5)cc4c3=O)c2)c1. The Y is 3.08 logD. (4) The molecule is CCc1nc2ccc(C(=O)NCc3ccc4c(c3)OCO4)cn2c1N(C)Cc1cccs1. The Y is 4.10 logD.